Predict the reactants needed to synthesize the given product. From a dataset of Full USPTO retrosynthesis dataset with 1.9M reactions from patents (1976-2016). (1) Given the product [F:28][C:25]1[CH:24]=[CH:23][C:22]([C:20](=[C:13]2[C:14]3[C:19](=[CH:18][CH:17]=[CH:16][CH:15]=3)[N:11]([CH2:10][C:6]3[CH:5]=[C:4]([CH:9]=[CH:8][CH:7]=3)[C:3]([OH:30])=[O:2])[C:12]2=[O:29])[CH3:21])=[CH:27][CH:26]=1, predict the reactants needed to synthesize it. The reactants are: C[O:2][C:3](=[O:30])[C:4]1[CH:9]=[CH:8][CH:7]=[C:6]([CH2:10][N:11]2[C:19]3[C:14](=[CH:15][CH:16]=[CH:17][CH:18]=3)[C:13](=[C:20]([C:22]3[CH:27]=[CH:26][C:25]([F:28])=[CH:24][CH:23]=3)[CH3:21])[C:12]2=[O:29])[CH:5]=1.[OH-].[Li+]. (2) Given the product [CH2:1]([N:8]1[C:16]2[CH:15]=[CH:14][CH:13]=[C:12]([NH2:17])[C:11]=2[C:10]([I:20])=[N:9]1)[C:2]1[CH:3]=[CH:4][CH:5]=[CH:6][CH:7]=1, predict the reactants needed to synthesize it. The reactants are: [CH2:1]([N:8]1[C:16]2[C:11](=[C:12]([N+:17]([O-])=O)[CH:13]=[CH:14][CH:15]=2)[C:10]([I:20])=[N:9]1)[C:2]1[CH:7]=[CH:6][CH:5]=[CH:4][CH:3]=1.[Cl-].[NH4+]. (3) Given the product [CH2:19]([O:8][C:5]1[CH:6]=[CH:7][C:2]([Br:1])=[C:3]([C:9]([F:10])([F:11])[F:12])[CH:4]=1)[C:20]1[CH:25]=[CH:24][CH:23]=[CH:22][CH:21]=1, predict the reactants needed to synthesize it. The reactants are: [Br:1][C:2]1[CH:7]=[CH:6][C:5]([OH:8])=[CH:4][C:3]=1[C:9]([F:12])([F:11])[F:10].C([O-])([O-])=O.[K+].[K+].[CH2:19](Br)[C:20]1[CH:25]=[CH:24][CH:23]=[CH:22][CH:21]=1. (4) Given the product [CH3:15][C:16]1[CH:21]=[CH:20][N:19]2[N:13]=[CH:24][C:23]([C:22]([O:26][CH2:27][CH3:28])=[O:25])=[C:18]2[CH:17]=1, predict the reactants needed to synthesize it. The reactants are: C1(C)C=C(C)C=C(C)C=1S(O[NH2:13])(=O)=O.[CH3:15][C:16]1[CH:21]=[CH:20][N:19]=[CH:18][CH:17]=1.[C:22]([O:26][CH2:27][CH3:28])(=[O:25])[C:23]#[CH:24].C([O-])([O-])=O.[K+].[K+]. (5) Given the product [CH2:1]([O:3][C:4]([C:6]1[C:7]([N:40]([CH3:41])[CH3:39])=[N:8][C:9]2[C:14]([C:15]=1[CH2:16][C:17]1[CH:22]=[CH:21][CH:20]=[CH:19][C:18]=1[Cl:23])=[CH:13][C:12]([Cl:24])=[CH:11][CH:10]=2)=[O:5])[CH3:2], predict the reactants needed to synthesize it. The reactants are: [CH2:1]([O:3][C:4]([C:6]1[C:7](OS(C(F)(F)F)(=O)=O)=[N:8][C:9]2[C:14]([C:15]=1[CH2:16][C:17]1[CH:22]=[CH:21][CH:20]=[CH:19][C:18]=1[Cl:23])=[CH:13][C:12]([Cl:24])=[CH:11][CH:10]=2)=[O:5])[CH3:2].C(=O)([O-])[O-].[K+].[K+].[CH3:39][NH:40][CH3:41]. (6) Given the product [NH2:48][C:41]1[C:42]2[C:47](=[CH:46][CH:45]=[CH:44][CH:43]=2)[C:38]([O:37][C:35]2[CH:34]=[CH:33][N:32]=[C:31]([NH:30][C:12]3[CH:13]=[C:14]([CH:15]=[C:10]([C:8]#[CH:9])[CH:11]=3)[C:16]([NH:17][C@@H:18]([CH3:28])[CH2:19][O:20][CH2:21][CH2:22][O:23][CH2:24][CH2:25][O:26][CH3:27])=[O:29])[CH:36]=2)=[CH:39][CH:40]=1, predict the reactants needed to synthesize it. The reactants are: C(O)(C(F)(F)F)=O.[C:8]([C:10]1[CH:11]=[C:12]([NH:30][C:31]2[CH:36]=[C:35]([O:37][C:38]3[C:47]4[C:42](=[CH:43][CH:44]=[CH:45][CH:46]=4)[C:41]([NH:48]C(=O)OC(C)(C)C)=[CH:40][CH:39]=3)[CH:34]=[CH:33][N:32]=2)[CH:13]=[C:14]([C:16](=[O:29])[NH:17][C@@H:18]([CH3:28])[CH2:19][O:20][CH2:21][CH2:22][O:23][CH2:24][CH2:25][O:26][CH3:27])[CH:15]=1)#[CH:9]. (7) Given the product [CH3:1][O:2][C:3]1[C:12]2[O:13][C:14]([CH3:16])([CH3:17])[CH2:15][C:11]=2[C:10]2[C:9]([C:18]3[CH:19]=[CH:20][CH:21]=[CH:22][CH:23]=3)=[N:8][C:7]([CH3:24])([CH3:25])[CH2:6][C:5]=2[C:4]=1[CH2:26][C:27]([NH2:34])=[O:29], predict the reactants needed to synthesize it. The reactants are: [CH3:1][O:2][C:3]1[C:12]2[O:13][C:14]([CH3:17])([CH3:16])[CH2:15][C:11]=2[C:10]2[C:9]([C:18]3[CH:23]=[CH:22][CH:21]=[CH:20][CH:19]=3)=[N:8][C:7]([CH3:25])([CH3:24])[CH2:6][C:5]=2[C:4]=1[CH2:26][C:27]([OH:29])=O.[Cl-].[NH4+].C([N:34](CC)CC)C.